This data is from Forward reaction prediction with 1.9M reactions from USPTO patents (1976-2016). The task is: Predict the product of the given reaction. (1) Given the reactants [NH:1]1[CH:5]=[C:4]([C:6]([OH:8])=O)[N:3]=[N:2]1.CCN(C(C)C)C(C)C.CN(C(ON1N=NC2C=CC=NC1=2)=[N+](C)C)C.F[P-](F)(F)(F)(F)F.[CH2:42]([O:44][C:45]([O:47][CH2:48][O:49][C:50](=[O:71])[C@@:51]([CH2:69][OH:70])([CH3:68])[CH2:52][C@H:53]([NH2:67])[CH2:54][C:55]1[CH:60]=[CH:59][C:58]([C:61]2[CH:66]=[CH:65][CH:64]=[CH:63][CH:62]=2)=[CH:57][CH:56]=1)=[O:46])[CH3:43], predict the reaction product. The product is: [CH2:42]([O:44][C:45]([O:47][CH2:48][O:49][C:50](=[O:71])[C@@:51]([CH2:69][OH:70])([CH3:68])[CH2:52][C@H:53]([NH:67][C:6]([C:4]1[NH:3][N:2]=[N:1][CH:5]=1)=[O:8])[CH2:54][C:55]1[CH:56]=[CH:57][C:58]([C:61]2[CH:66]=[CH:65][CH:64]=[CH:63][CH:62]=2)=[CH:59][CH:60]=1)=[O:46])[CH3:43]. (2) Given the reactants F[C:2]1[C:7]([CH:8]2[CH2:14][CH2:13][CH2:12][O:11][CH2:10][CH2:9]2)=[N:6][CH:5]=[CH:4][N:3]=1.[NH:15]1[C:19]2[CH:20]=[CH:21][CH:22]=[CH:23][C:18]=2[N:17]=[C:16]1[C:24]([C:26]1[CH:31]=[CH:30][C:29]([OH:32])=[CH:28][CH:27]=1)=[O:25].C(=O)([O-])[O-].[Cs+].[Cs+], predict the reaction product. The product is: [NH:15]1[C:19]2[CH:20]=[CH:21][CH:22]=[CH:23][C:18]=2[N:17]=[C:16]1[C:24]([C:26]1[CH:31]=[CH:30][C:29]([O:32][C:2]2[C:7]([CH:8]3[CH2:14][CH2:13][CH2:12][O:11][CH2:10][CH2:9]3)=[N:6][CH:5]=[CH:4][N:3]=2)=[CH:28][CH:27]=1)=[O:25]. (3) Given the reactants Br[C:2]1[N:3]=[C:4]([NH:24][CH2:25][CH:26]([CH3:28])[CH3:27])[C:5]2[N:6]([C:8]([C:11]3[CH:16]=[CH:15][C:14]([S:17]([NH:20][CH:21]4[CH2:23][CH2:22]4)(=[O:19])=[O:18])=[CH:13][CH:12]=3)=[CH:9][N:10]=2)[CH:7]=1.CC1(C)C(C)(C)OB([C:37]#[C:38][C:39]2[CH:44]=[CH:43][CH:42]=[CH:41][CH:40]=2)O1.C(=O)([O-])[O-].[K+].[K+].C1(P(C2C=CC=CC=2)C2C=CC=CC=2)C=CC=CC=1, predict the reaction product. The product is: [CH:21]1([NH:20][S:17]([C:14]2[CH:15]=[CH:16][C:11]([C:8]3[N:6]4[CH:7]=[C:2]([C:37]#[C:38][C:39]5[CH:44]=[CH:43][CH:42]=[CH:41][CH:40]=5)[N:3]=[C:4]([NH:24][CH2:25][CH:26]([CH3:28])[CH3:27])[C:5]4=[N:10][CH:9]=3)=[CH:12][CH:13]=2)(=[O:19])=[O:18])[CH2:23][CH2:22]1. (4) Given the reactants [O:1]=[C:2]([N:6]1[CH2:10][CH2:9][CH2:8][CH:7]1[C:11](=[O:29])[CH:12]([CH2:21][CH2:22][C:23]1[CH:28]=[CH:27][CH:26]=[CH:25][CH:24]=1)[CH2:13][CH2:14][C:15]1[CH:20]=[CH:19][CH:18]=[CH:17][CH:16]=1)[C:3]([OH:5])=O.[CH3:30][C:31]([Mg]Cl)([CH3:34])[CH2:32][CH3:33].[Cl-].[NH4+], predict the reaction product. The product is: [CH3:30][C:31]([CH3:34])([CH2:32][CH3:33])[C:3](=[O:5])[C:2]([N:6]1[CH2:10][CH2:9][CH2:8][CH:7]1[C:11](=[O:29])[CH:12]([CH2:13][CH2:14][C:15]1[CH:20]=[CH:19][CH:18]=[CH:17][CH:16]=1)[CH2:21][CH2:22][C:23]1[CH:24]=[CH:25][CH:26]=[CH:27][CH:28]=1)=[O:1]. (5) Given the reactants [NH2:1][C:2]1[CH:3]=[C:4]([C@:10]2([CH3:21])[CH2:15][C@@H:14]([C:16]([F:19])([F:18])[F:17])[O:13][C:12]([NH2:20])=[N:11]2)[C:5]([O:8]C)=[N:6][CH:7]=1.Cl.O1CCOCC1, predict the reaction product. The product is: [NH2:1][C:2]1[CH:3]=[C:4]([C@:10]2([CH3:21])[CH2:15][C@@H:14]([C:16]([F:19])([F:18])[F:17])[O:13][C:12]([NH2:20])=[N:11]2)[C:5](=[O:8])[NH:6][CH:7]=1. (6) The product is: [Br:1][C:2]1[CH:7]=[N:6][C:5]2[C:8]3[CH:13]=[CH:12][C:11]([CH2:14][C:15]([O:17][CH2:18][CH3:19])=[O:16])=[CH:10][C:9]=3[NH:20][C:4]=2[CH:3]=1. Given the reactants [Br:1][C:2]1[CH:3]=[C:4]([N+:20]([O-])=O)[C:5]([C:8]2[CH:13]=[CH:12][C:11]([CH2:14][C:15]([O:17][CH2:18][CH3:19])=[O:16])=[CH:10][CH:9]=2)=[N:6][CH:7]=1.CCN(CCOC1C=CC(CC2C=CC=CC=2)=CC=1)CC.Cl, predict the reaction product. (7) Given the reactants [F:1][C:2]1[CH:3]=[C:4]([N:8]2[C:12]([OH:13])=[CH:11][C:10]([C:14]([OH:16])=O)=[N:9]2)[CH:5]=[CH:6][CH:7]=1.[CH2:17]([O:19][C:20]([N:22]1[CH2:27][CH2:26][N:25]([C:28](=[O:39])[C@@H:29]([NH2:38])[CH2:30][C:31]([O:33][C:34]([CH3:37])([CH3:36])[CH3:35])=[O:32])[CH2:24][CH2:23]1)=[O:21])[CH3:18].[CH2:40](Cl)CCl, predict the reaction product. The product is: [CH2:17]([O:19][C:20]([N:22]1[CH2:23][CH2:24][N:25]([C:28](=[O:39])[C@@H:29]([NH:38][C:14]([C:10]2[CH:11]=[C:12]([OH:13])[N:8]([C:4]3[CH:5]=[CH:6][CH:7]=[C:2]([F:1])[CH:3]=3)[N:9]=2)=[O:16])[CH:30]([C:31]([O:33][C:34]([CH3:35])([CH3:37])[CH3:36])=[O:32])[CH3:40])[CH2:26][CH2:27]1)=[O:21])[CH3:18].